Dataset: Catalyst prediction with 721,799 reactions and 888 catalyst types from USPTO. Task: Predict which catalyst facilitates the given reaction. (1) Reactant: Cl[CH2:2]/[CH:3]=[CH:4]/[C:5]([NH:7][C:8]1[CH:9]=[C:10]([CH:38]=[CH:39][CH:40]=1)[O:11][C:12]1[N:13]=[C:14]([NH:24][C:25]2[CH:30]=[CH:29][C:28]([N:31]3[CH2:36][CH2:35][N:34]([CH3:37])[CH2:33][CH2:32]3)=[CH:27][CH:26]=2)[C:15]([C:21]([NH2:23])=[O:22])=[N:16][C:17]=1[CH:18]([CH3:20])[CH3:19])=[O:6].CN(C)C=O.C(N(C(C)C)CC)(C)C.[NH:55]1[CH2:60][CH2:59][O:58][CH2:57][CH2:56]1. Product: [CH:18]([C:17]1[N:16]=[C:15]([C:21]([NH2:23])=[O:22])[C:14]([NH:24][C:25]2[CH:30]=[CH:29][C:28]([N:31]3[CH2:36][CH2:35][N:34]([CH3:37])[CH2:33][CH2:32]3)=[CH:27][CH:26]=2)=[N:13][C:12]=1[O:11][C:10]1[CH:38]=[CH:39][CH:40]=[C:8]([NH:7][C:5](=[O:6])/[CH:4]=[CH:3]/[CH2:2][N:55]2[CH2:60][CH2:59][O:58][CH2:57][CH2:56]2)[CH:9]=1)([CH3:20])[CH3:19]. The catalyst class is: 6. (2) Reactant: [CH2:1]([O:3][C:4]([C:6]1[C:7]([C:25]2[CH:30]=[C:29]([CH3:31])[C:28]([OH:32])=[C:27]([CH3:33])[CH:26]=2)=[C:8]([CH3:24])[N:9]2[CH2:18][CH2:17][C:16]3[C:11](=[CH:12][C:13]([N+:21]([O-])=O)=[C:14]([O:19][CH3:20])[CH:15]=3)[C:10]=12)=[O:5])[CH3:2].[H][H]. Product: [CH2:1]([O:3][C:4]([C:6]1[C:7]([C:25]2[CH:26]=[C:27]([CH3:33])[C:28]([OH:32])=[C:29]([CH3:31])[CH:30]=2)=[C:8]([CH3:24])[N:9]2[CH2:18][CH2:17][C:16]3[C:11](=[CH:12][C:13]([NH2:21])=[C:14]([O:19][CH3:20])[CH:15]=3)[C:10]=12)=[O:5])[CH3:2]. The catalyst class is: 29. (3) Reactant: [NH2:1][CH2:2][CH2:3][C:4]1[CH:9]=[CH:8][CH:7]=[CH:6][C:5]=1[N+:10]([O-:12])=[O:11].[C:13]([O:17][C:18]([N:20]1[CH2:25][CH2:24][C:23](=O)[CH2:22][CH2:21]1)=[O:19])([CH3:16])([CH3:15])[CH3:14].C(O)(=O)C.C([BH3-])#N.[Na+]. Product: [N+:10]([C:5]1[CH:6]=[CH:7][CH:8]=[CH:9][C:4]=1[CH2:3][CH2:2][NH:1][CH:23]1[CH2:24][CH2:25][N:20]([C:18]([O:17][C:13]([CH3:16])([CH3:15])[CH3:14])=[O:19])[CH2:21][CH2:22]1)([O-:12])=[O:11]. The catalyst class is: 5.